Dataset: Full USPTO retrosynthesis dataset with 1.9M reactions from patents (1976-2016). Task: Predict the reactants needed to synthesize the given product. Given the product [Cl:1][C:2]1[CH:10]=[C:9]2[C:5]([CH:6]=[C:7]([C:20]3[CH:21]=[CH:22][CH:23]=[CH:24][CH:25]=3)[N:8]2[CH2:11][C:12]2[O:16][C:15]([C:17]#[N:19])=[CH:14][CH:13]=2)=[CH:4][C:3]=1[O:26][CH3:27], predict the reactants needed to synthesize it. The reactants are: [Cl:1][C:2]1[CH:10]=[C:9]2[C:5]([CH:6]=[C:7]([C:20]3[CH:25]=[CH:24][CH:23]=[CH:22][CH:21]=3)[N:8]2[CH2:11][C:12]2[O:16][C:15]([C:17]([NH2:19])=O)=[CH:14][CH:13]=2)=[CH:4][C:3]=1[O:26][CH3:27].C(N(CC)CC)C.FC(F)(F)C(OC(=O)C(F)(F)F)=O.C(=O)([O-])O.[Na+].